From a dataset of Full USPTO retrosynthesis dataset with 1.9M reactions from patents (1976-2016). Predict the reactants needed to synthesize the given product. (1) Given the product [Br:1][C:2]1[N:7]=[C:6]2[N:8]([CH:9]([C:11]3[C:12]([F:22])=[C:13]4[C:18](=[CH:19][C:20]=3[F:21])[N:17]=[CH:16][CH:15]=[CH:14]4)[CH3:10])[N:24]=[N:23][C:5]2=[N:4][CH:3]=1, predict the reactants needed to synthesize it. The reactants are: [Br:1][C:2]1[N:7]=[C:6]([NH:8][CH:9]([C:11]2[C:12]([F:22])=[C:13]3[C:18](=[CH:19][C:20]=2[F:21])[N:17]=[CH:16][CH:15]=[CH:14]3)[CH3:10])[C:5]([NH2:23])=[N:4][CH:3]=1.[N:24]([O-])=O.[Na+]. (2) Given the product [C:20]([O:32][C:30]([N:60]1[CH2:59][CH2:58][CH:57]([CH2:56][CH2:7][CH2:8][NH:13][C:21](=[O:23])[C:20]2[CH:24]=[CH:25][C:17]([S:14](=[O:15])(=[O:16])[NH:13][C:8]3[CH:9]=[CH:10][CH:11]=[CH:12][C:7]=3[O:6][C:5]3[CH:4]=[CH:3][C:2]([Br:1])=[CH:27][CH:26]=3)=[CH:18][CH:19]=2)[CH2:62][CH2:61]1)=[O:31])([CH3:24])([CH3:21])[CH3:19], predict the reactants needed to synthesize it. The reactants are: [Br:1][C:2]1[CH:27]=[CH:26][C:5]([O:6][C:7]2[CH:12]=[CH:11][CH:10]=[CH:9][C:8]=2[NH:13][S:14]([C:17]2[CH:25]=[CH:24][C:20]([C:21]([OH:23])=O)=[CH:19][CH:18]=2)(=[O:16])=[O:15])=[CH:4][CH:3]=1.FC(F)(F)[C:30]([OH:32])=[O:31].ClC1C=C(Cl)C=CC=1OC1C=CC=CC=1NS(C1C=CC(C(N[CH2:56][CH:57]2[CH2:62][CH2:61][NH:60][CH2:59][CH2:58]2)=O)=CC=1)(=O)=O. (3) Given the product [OH:1][C:2]1([C:9]2[S:13][C:12]([CH3:14])=[N:11][CH:10]=2)[CH2:7][CH2:6][CH:5]([N:15]2[CH2:18][CH:17]([NH:19][C:20]([CH2:22][NH:23][C:24](=[O:35])[C:25]3[CH:30]=[CH:29][CH:28]=[C:27]([C:31]([F:34])([F:32])[F:33])[CH:26]=3)=[O:21])[CH2:16]2)[CH2:4][CH2:3]1, predict the reactants needed to synthesize it. The reactants are: [OH:1][C:2]1([C:9]2[S:13][C:12]([CH3:14])=[N:11][CH:10]=2)[CH2:7][CH2:6][C:5](=O)[CH2:4][CH2:3]1.[NH:15]1[CH2:18][CH:17]([NH:19][C:20]([CH2:22][NH:23][C:24](=[O:35])[C:25]2[CH:30]=[CH:29][CH:28]=[C:27]([C:31]([F:34])([F:33])[F:32])[CH:26]=2)=[O:21])[CH2:16]1. (4) Given the product [N:21]1([C:16](=[O:18])[CH2:15][C:12]2[CH:13]=[CH:14][C:9]([O:8][CH2:1][C:2]3[CH:3]=[CH:4][CH:5]=[CH:6][CH:7]=3)=[CH:10][C:11]=2[O:19][CH3:20])[CH2:24][CH2:23][CH2:22]1, predict the reactants needed to synthesize it. The reactants are: [CH2:1]([O:8][C:9]1[CH:14]=[CH:13][C:12]([CH2:15][C:16]([OH:18])=O)=[C:11]([O:19][CH3:20])[CH:10]=1)[C:2]1[CH:7]=[CH:6][CH:5]=[CH:4][CH:3]=1.[NH:21]1[CH2:24][CH2:23][CH2:22]1.CCN(C(C)C)C(C)C.CN(C(ON1N=NC2C=CC=NC1=2)=[N+](C)C)C.F[P-](F)(F)(F)(F)F. (5) The reactants are: [Br:1][C:2]1[N:3]=[C:4]([C:7]([OH:9])=O)[S:5][CH:6]=1.[NH2:10][CH:11]([CH2:21][C:22]1[CH:27]=[CH:26][CH:25]=[CH:24][CH:23]=1)[CH2:12][NH:13][C:14](=[O:20])[O:15][C:16]([CH3:19])([CH3:18])[CH3:17].C(N(C(C)C)CC)(C)C.C1CN([P+](Br)(N2CCCC2)N2CCCC2)CC1.F[P-](F)(F)(F)(F)F. Given the product [Br:1][C:2]1[N:3]=[C:4]([C:7]([NH:10][CH:11]([CH2:21][C:22]2[CH:23]=[CH:24][CH:25]=[CH:26][CH:27]=2)[CH2:12][NH:13][C:14](=[O:20])[O:15][C:16]([CH3:19])([CH3:17])[CH3:18])=[O:9])[S:5][CH:6]=1, predict the reactants needed to synthesize it.